Predict the product of the given reaction. From a dataset of Forward reaction prediction with 1.9M reactions from USPTO patents (1976-2016). Given the reactants O.[C:2]1([C:8]2[NH:9][CH:10]=[C:11]([C:13]([OH:15])=[O:14])[N:12]=2)[CH:7]=[CH:6][CH:5]=[CH:4][CH:3]=1.Cl.[OH-].[Na+].[CH3:19]O, predict the reaction product. The product is: [C:2]1([C:8]2[NH:9][CH:10]=[C:11]([C:13]([O:15][CH3:19])=[O:14])[N:12]=2)[CH:3]=[CH:4][CH:5]=[CH:6][CH:7]=1.